Dataset: Full USPTO retrosynthesis dataset with 1.9M reactions from patents (1976-2016). Task: Predict the reactants needed to synthesize the given product. (1) The reactants are: [N:1]1([CH2:7][CH2:8][OH:9])[CH2:6][CH2:5][NH:4][CH2:3][CH2:2]1.[C:10](OC(=O)C)(=[O:12])[CH3:11]. Given the product [OH:9][CH2:8][CH2:7][N:1]1[CH2:6][CH2:5][N:4]([C:10](=[O:12])[CH3:11])[CH2:3][CH2:2]1, predict the reactants needed to synthesize it. (2) Given the product [C:1]([N:25]([CH2:24][CH2:23][CH2:22][O:21][C:18]1[CH:19]=[CH:20][C:15]([C:12]2[N:11]=[C:10]([C:31]#[N:32])[C:9]3[N:8]=[CH:7][N:6]([CH3:5])[C:14]=3[CH:13]=2)=[CH:16][C:17]=1[C:27]([F:30])([F:29])[F:28])[CH3:26])(=[O:3])[CH3:2], predict the reactants needed to synthesize it. The reactants are: [C:1](Cl)(=[O:3])[CH3:2].[CH3:5][N:6]1[C:14]2[CH:13]=[C:12]([C:15]3[CH:20]=[CH:19][C:18]([O:21][CH2:22][CH2:23][CH2:24][NH:25][CH3:26])=[C:17]([C:27]([F:30])([F:29])[F:28])[CH:16]=3)[N:11]=[C:10]([C:31]#[N:32])[C:9]=2[N:8]=[CH:7]1.C(N(C(C)C)CC)(C)C. (3) Given the product [C:13]([O:12][C@@H:11]1[C@H:21]([O:22][C:23](=[O:30])[C:24]2[CH:29]=[CH:28][CH:27]=[CH:26][CH:25]=2)[C@@H:31]([O:32][C:33](=[O:40])[C:34]2[CH:35]=[CH:36][CH:37]=[CH:38][CH:39]=2)[C@H:41]([CH3:43])[O:42][CH:10]1[OH:9])(=[O:20])[C:14]1[CH:19]=[CH:18][CH:17]=[CH:16][CH:15]=1, predict the reactants needed to synthesize it. The reactants are: C([O:9][CH:10]1[O:42][C@@H:41]([CH3:43])[C@H:31]([O:32][C:33](=[O:40])[C:34]2[CH:39]=[CH:38][CH:37]=[CH:36][CH:35]=2)[C@@H:21]([O:22][C:23](=[O:30])[C:24]2[CH:29]=[CH:28][CH:27]=[CH:26][CH:25]=2)[C@H:11]1[O:12][C:13](=[O:20])[C:14]1[CH:19]=[CH:18][CH:17]=[CH:16][CH:15]=1)(=O)C1C=CC=CC=1. (4) Given the product [CH:124]1([CH2:116][NH:115][C:114]([C@@H:109]([NH:108][C:107]([N:84]2[CH2:85][C@H:86]([O:88][C:89]3[C:98]4[C:93](=[CH:94][C:95]([O:99][CH3:100])=[CH:96][CH:97]=4)[N:92]=[C:91]([C:101]4[CH:106]=[CH:105][CH:104]=[CH:103][CH:102]=4)[CH:90]=3)[CH2:87][C@H:83]2[C:81]([NH:80][C:75]2([C:73]([OH:74])=[O:72])[CH2:77][CH:76]2[CH:78]=[CH2:79])=[O:82])=[O:127])[CH:110]([CH3:111])[CH3:112])=[O:126])[CH2:119][CH2:120][CH2:121][CH2:122][CH2:123]1, predict the reactants needed to synthesize it. The reactants are: C(OC(N[C@H](C(O)=O)C(C)C)=O)(C)(C)C.C(OC(NC(C(C)(C)C)C(O)=O)=O)(C)(C)C.C1(N)CCCCC1.C(OC(=O)NC(C(=O)NC1C2C(=CC=CC=2)CC1O)C(C)(C)C)(C)(C)C.ClNC(=O)[O-].C([O:72][C:73]([C:75]1([NH:80][C:81]([CH:83]2[CH2:87][CH:86]([O:88][C:89]3[C:98]4[C:93](=[CH:94][C:95]([O:99][CH3:100])=[CH:96][CH:97]=4)[N:92]=[C:91]([C:101]4[CH:106]=[CH:105][CH:104]=[CH:103][CH:102]=4)[CH:90]=3)[CH2:85][N:84]2[C:107](=[O:127])[NH:108][CH:109]([C:114](=[O:126])[NH:115][CH:116]2[C:124]3[C:119](=[CH:120][CH:121]=[CH:122][CH:123]=3)CC2O)[C:110](C)([CH3:112])[CH3:111])=[O:82])[CH2:77][CH:76]1[CH:78]=[CH2:79])=[O:74])C.